This data is from Forward reaction prediction with 1.9M reactions from USPTO patents (1976-2016). The task is: Predict the product of the given reaction. (1) Given the reactants [CH2:1]([O:3][C:4]([N:6]1[CH2:11][CH2:10][CH:9]([N:12]2[C:16]3=[N:17][C:18]([N:21]([CH3:23])[CH3:22])=[CH:19][CH:20]=[C:15]3[NH:14][C:13]2=[O:24])[CH2:8][CH2:7]1)=[O:5])[CH3:2].[C:25](=O)([O-])[O-].[K+].[K+].CN(C=O)C.C(=O)(OC)OC, predict the reaction product. The product is: [CH2:1]([O:3][C:4]([N:6]1[CH2:11][CH2:10][CH:9]([N:12]2[C:16]3=[N:17][C:18]([N:21]([CH3:23])[CH3:22])=[CH:19][CH:20]=[C:15]3[N:14]([CH3:25])[C:13]2=[O:24])[CH2:8][CH2:7]1)=[O:5])[CH3:2]. (2) Given the reactants [CH3:1][O:2][C:3]1[C:8]([CH2:9][N:10]2[CH2:15][CH2:14][C:13](=[CH:16][C:17]([O:19][CH2:20][CH3:21])=[O:18])[CH2:12][CH2:11]2)=[CH:7][CH:6]=[CH:5][N:4]=1.[H][H], predict the reaction product. The product is: [CH3:1][O:2][C:3]1[C:8]([CH2:9][N:10]2[CH2:15][CH2:14][CH:13]([CH2:16][C:17]([O:19][CH2:20][CH3:21])=[O:18])[CH2:12][CH2:11]2)=[CH:7][CH:6]=[CH:5][N:4]=1. (3) The product is: [N:26]1[CH:18]=[C:19]2[C:23]([N:22]=[CH:21][NH:20]2)=[N:24][CH:25]=1. Given the reactants NC1(C(O)=O)CCCC1.[O-]S([O-])(=O)=O.[Na+].[Na+].Cl[C:18]1[N:26]=[CH:25][N:24]=[C:23]2[C:19]=1[N:20]=[C:21](C1C=CC=CC=1Cl)[N:22]2C1C=CC(Cl)=CC=1, predict the reaction product. (4) Given the reactants Cl[C:2]1[C:11]([C:12]#[N:13])=[C:10]([C:14]2[CH:19]=[CH:18][CH:17]=[C:16]([CH:20]([CH3:22])[CH3:21])[CH:15]=2)[C:9]2[C:4](=[CH:5][CH:6]=[C:7]([Cl:23])[CH:8]=2)[N:3]=1.[CH2:24]([NH:26][CH3:27])[CH3:25], predict the reaction product. The product is: [Cl:23][C:7]1[CH:8]=[C:9]2[C:4](=[CH:5][CH:6]=1)[N:3]=[C:2]([N:26]([CH2:24][CH3:25])[CH3:27])[C:11]([C:12]#[N:13])=[C:10]2[C:14]1[CH:19]=[CH:18][CH:17]=[C:16]([CH:20]([CH3:22])[CH3:21])[CH:15]=1. (5) Given the reactants [CH:1]1([N:6]2[C:10]([NH2:11])=[C:9]([C:12]([O:14]N3C4=NC=CC=C4N=N3)=O)[C:8]([CH2:24][CH3:25])=[N:7]2)[CH2:5][CH2:4][CH2:3][CH2:2]1.Cl.[NH2:27][CH2:28][C:29]([C:31]1[CH:36]=[CH:35][C:34]([O:37][CH3:38])=[C:33]([O:39][CH3:40])[CH:32]=1)=[O:30].CCN(C(C)C)C(C)C, predict the reaction product. The product is: [NH2:11][C:10]1[N:6]([CH:1]2[CH2:2][CH2:3][CH2:4][CH2:5]2)[N:7]=[C:8]([CH2:24][CH3:25])[C:9]=1[C:12]([NH:27][CH2:28][C:29]([C:31]1[CH:36]=[CH:35][C:34]([O:37][CH3:38])=[C:33]([O:39][CH3:40])[CH:32]=1)=[O:30])=[O:14]. (6) Given the reactants I[C:2]1[CH:3]=[CH:4][C:5]2[N:6]([CH:8]=[CH:9][N:10]=2)[CH:7]=1.CN(C)C=O.C(=O)([O-])O.[Na+].[F:21][C:22]1[CH:23]=[C:24](B(O)O)[CH:25]=[CH:26][CH:27]=1, predict the reaction product. The product is: [F:21][C:22]1[CH:27]=[C:26]([C:2]2[CH:3]=[CH:4][C:5]3[N:6]([CH:8]=[CH:9][N:10]=3)[CH:7]=2)[CH:25]=[CH:24][CH:23]=1.